From a dataset of Peptide-MHC class I binding affinity with 185,985 pairs from IEDB/IMGT. Regression. Given a peptide amino acid sequence and an MHC pseudo amino acid sequence, predict their binding affinity value. This is MHC class I binding data. (1) The binding affinity (normalized) is 0.0129. The MHC is H-2-Kb with pseudo-sequence H-2-Kb. The peptide sequence is NCSFNITTSI. (2) The peptide sequence is LEHDRVVL. The MHC is Mamu-A11 with pseudo-sequence Mamu-A11. The binding affinity (normalized) is 0.528.